This data is from Retrosynthesis with 50K atom-mapped reactions and 10 reaction types from USPTO. The task is: Predict the reactants needed to synthesize the given product. The reactants are: Nc1ccnn1CCO.O=C([O-])[O-]. Given the product O=CNc1ccnn1CCO, predict the reactants needed to synthesize it.